Dataset: Full USPTO retrosynthesis dataset with 1.9M reactions from patents (1976-2016). Task: Predict the reactants needed to synthesize the given product. (1) Given the product [ClH:40].[ClH:40].[ClH:40].[ClH:40].[F:1][C:2]1[CH:7]=[CH:6][C:5]([CH:8]([N:31]2[CH2:32][CH2:33][N:34]([CH:37]([CH3:39])[CH3:38])[CH2:35][CH2:36]2)[CH2:9][N:10]2[CH2:11][CH2:12][N:13]([CH2:16][CH2:17][CH2:18][C:19]3[CH:24]=[CH:23][CH:22]=[CH:21][C:20]=3[C:25]3[N:26]=[C:27]([NH2:30])[S:28][CH:29]=3)[CH2:14][CH2:15]2)=[CH:4][CH:3]=1, predict the reactants needed to synthesize it. The reactants are: [F:1][C:2]1[CH:7]=[CH:6][C:5]([CH:8]([N:31]2[CH2:36][CH2:35][N:34]([CH:37]([CH3:39])[CH3:38])[CH2:33][CH2:32]2)[CH2:9][N:10]2[CH2:15][CH2:14][N:13]([CH2:16][CH2:17][CH2:18][C:19]3[CH:24]=[CH:23][CH:22]=[CH:21][C:20]=3[C:25]3[N:26]=[C:27]([NH2:30])[S:28][CH:29]=3)[CH2:12][CH2:11]2)=[CH:4][CH:3]=1.[ClH:40].O1CCOCC1. (2) Given the product [C:1]([O:5][C:6]([N:8]1[CH2:13][CH2:12][N:11]([C:14]2[C:23]3[C:18](=[CH:19][C:20]([Cl:24])=[CH:21][CH:22]=3)[N:17]=[C:16]([NH:32][CH2:31][CH2:30][N:29]([CH3:33])[CH3:28])[CH:15]=2)[CH2:10][CH2:9]1)=[O:7])([CH3:4])([CH3:3])[CH3:2], predict the reactants needed to synthesize it. The reactants are: [C:1]([O:5][C:6]([N:8]1[CH2:13][CH2:12][N:11]([C:14]2[C:23]3[C:18](=[CH:19][C:20]([Cl:24])=[CH:21][CH:22]=3)[NH:17][C:16](=O)[CH:15]=2)[CH2:10][CH2:9]1)=[O:7])([CH3:4])([CH3:3])[CH3:2].[H-].[Na+].[CH3:28][N:29]([CH3:33])[CH2:30][CH2:31][NH2:32]. (3) Given the product [S:1]1[C:5]2[CH:6]=[CH:7][C:8]([C:10]([OH:12])=[O:11])=[CH:9][C:4]=2[CH:3]=[N:2]1, predict the reactants needed to synthesize it. The reactants are: [S:1]1[C:5]2[CH:6]=[CH:7][C:8]([C:10]([O:12]C)=[O:11])=[CH:9][C:4]=2[CH:3]=[N:2]1.[OH-].[Na+]. (4) The reactants are: [C:1]([C:5]1[CH:10]=[CH:9][C:8]([N:11]2[CH2:24][CH2:23][C:13]3([CH2:22][CH2:21][C:16]4(OCC[O:17]4)[CH2:15][CH2:14]3)[C:12]2=[O:25])=[CH:7][CH:6]=1)([CH3:4])([CH3:3])[CH3:2].Cl. Given the product [C:1]([C:5]1[CH:6]=[CH:7][C:8]([N:11]2[CH2:24][CH2:23][C:13]3([CH2:22][CH2:21][C:16](=[O:17])[CH2:15][CH2:14]3)[C:12]2=[O:25])=[CH:9][CH:10]=1)([CH3:4])([CH3:2])[CH3:3], predict the reactants needed to synthesize it.